Predict the product of the given reaction. From a dataset of Forward reaction prediction with 1.9M reactions from USPTO patents (1976-2016). (1) Given the reactants [CH3:1][O:2][C:3]1[CH:12]=[C:11]([N+:13]([O-])=O)[CH:10]=[CH:9][C:4]=1[C:5]([O:7][CH3:8])=[O:6], predict the reaction product. The product is: [NH2:13][C:11]1[CH:10]=[CH:9][C:4]([C:5]([O:7][CH3:8])=[O:6])=[C:3]([O:2][CH3:1])[CH:12]=1. (2) Given the reactants [F:1][C:2]([F:39])([F:38])[C:3]1[CH:4]=[C:5]([CH:31]=[C:32]([C:34]([F:37])([F:36])[F:35])[CH:33]=1)[CH2:6][N:7]([CH2:14][C:15]1[CH:20]=[C:19]([C:21]([F:24])([F:23])[F:22])[CH:18]=[CH:17][C:16]=1[C:25]([CH:27]1[CH2:30][CH2:29][CH2:28]1)=[O:26])[C:8]1[N:9]=[N:10][N:11]([CH3:13])[N:12]=1.[CH3:40][Mg]Br, predict the reaction product. The product is: [F:39][C:2]([F:1])([F:38])[C:3]1[CH:4]=[C:5]([CH:31]=[C:32]([C:34]([F:35])([F:36])[F:37])[CH:33]=1)[CH2:6][N:7]([CH2:14][C:15]1[CH:20]=[C:19]([C:21]([F:24])([F:23])[F:22])[CH:18]=[CH:17][C:16]=1[C:25]([CH:27]1[CH2:28][CH2:29][CH2:30]1)([OH:26])[CH3:40])[C:8]1[N:9]=[N:10][N:11]([CH3:13])[N:12]=1.